Dataset: Forward reaction prediction with 1.9M reactions from USPTO patents (1976-2016). Task: Predict the product of the given reaction. (1) Given the reactants Br[C:2]1[CH:11]=[C:10]2[C:5]([CH2:6][CH2:7][N:8]([C:12]3[CH:17]=[C:16]([N:18]4[CH2:23][CH2:22][N:21]([CH3:24])[CH2:20][CH2:19]4)[N:15]=[C:14]([NH2:25])[N:13]=3)[CH2:9]2)=[CH:4][C:3]=1[F:26].[CH3:27][NH:28][C:29]([C:31]1[CH:36]=[CH:35][C:34](B2OC(C)(C)C(C)(C)O2)=[CH:33][N:32]=1)=[O:30].C(=O)([O-])[O-].[K+].[K+].ClCCl, predict the reaction product. The product is: [NH2:25][C:14]1[N:13]=[C:12]([N:8]2[CH2:7][CH2:6][C:5]3[C:10](=[CH:11][C:2]([C:34]4[CH:35]=[CH:36][C:31]([C:29]([NH:28][CH3:27])=[O:30])=[N:32][CH:33]=4)=[C:3]([F:26])[CH:4]=3)[CH2:9]2)[CH:17]=[C:16]([N:18]2[CH2:23][CH2:22][N:21]([CH3:24])[CH2:20][CH2:19]2)[N:15]=1. (2) Given the reactants [C:1]([O:5][C:6]([N:8]([CH2:12][CH:13]1[CH2:18][CH2:17][N:16]([C:19](=[O:32])[CH2:20][CH2:21][C:22]2[CH:30]=[CH:29][C:25]([C:26](O)=[O:27])=[CH:24][C:23]=2[CH3:31])[CH2:15][CH2:14]1)[CH:9]1[CH2:11][CH2:10]1)=[O:7])([CH3:4])([CH3:3])[CH3:2].C(N(CC)CC)C.[CH3:40][N:41]1[C:50]2[NH:49][C:48]3[CH:51]=[CH:52][CH:53]=[CH:54][C:47]=3[NH:46][CH2:45][C:44]=2[CH:43]=[N:42]1, predict the reaction product. The product is: [C:1]([O:5][C:6](=[O:7])[N:8]([CH:9]1[CH2:11][CH2:10]1)[CH2:12][CH:13]1[CH2:14][CH2:15][N:16]([C:19](=[O:32])[CH2:20][CH2:21][C:22]2[CH:30]=[CH:29][C:25]([C:26]([N:46]3[CH2:45][C:44]4[CH:43]=[N:42][N:41]([CH3:40])[C:50]=4[NH:49][C:48]4[CH:51]=[CH:52][CH:53]=[CH:54][C:47]3=4)=[O:27])=[CH:24][C:23]=2[CH3:31])[CH2:17][CH2:18]1)([CH3:4])([CH3:3])[CH3:2]. (3) Given the reactants [S:1]1[CH:5]=[CH:4][CH:3]=[C:2]1[CH:6]=O.[CH3:8][O:9][CH2:10][CH2:11][NH2:12].[C:13]1(=[O:24])[O:19][C:17](=O)[C:16]2=[CH:20][CH:21]=[CH:22][CH:23]=[C:15]2[CH2:14]1.[CH3:25][C:26]1[O:30][C:29]([C:31]2[CH:37]=[CH:36][C:34]([NH2:35])=[CH:33][CH:32]=2)=[N:28][N:27]=1, predict the reaction product. The product is: [CH3:8][O:9][CH2:10][CH2:11][N:12]1[CH:6]([C:2]2[S:1][CH:5]=[CH:4][CH:3]=2)[CH:14]([C:13]([NH:35][C:34]2[CH:33]=[CH:32][C:31]([C:29]3[O:30][C:26]([CH3:25])=[N:27][N:28]=3)=[CH:37][CH:36]=2)=[O:24])[C:15]2[C:16](=[CH:20][CH:21]=[CH:22][CH:23]=2)[C:17]1=[O:19]. (4) Given the reactants Br[CH2:2][CH2:3][CH2:4][C:5]1[CH:10]=[CH:9][CH:8]=[CH:7][C:6]=1[C:11]1[CH:12]=[C:13]2[C:18](=[C:19]([O:21]COCC[Si](C)(C)C)[CH:20]=1)[N:17]=[CH:16][N:15](COCC[Si](C)(C)C)[C:14]2=[O:38].[NH:39]1[CH2:43][CH2:42][CH2:41][CH2:40]1, predict the reaction product. The product is: [OH:21][C:19]1[CH:20]=[C:11]([C:6]2[CH:7]=[CH:8][CH:9]=[CH:10][C:5]=2[CH2:4][CH2:3][CH2:2][N:39]2[CH2:43][CH2:42][CH2:41][CH2:40]2)[CH:12]=[C:13]2[C:18]=1[N:17]=[CH:16][NH:15][C:14]2=[O:38]. (5) Given the reactants Br[C:2]1[CH:10]=[C:9]2[C:5]([CH:6]=[CH:7][N:8]2[CH2:11][C:12]2[CH:17]=[CH:16][C:15]([C:18]([CH3:21])([CH3:20])[CH3:19])=[CH:14][CH:13]=2)=[CH:4][CH:3]=1.[F:22][C:23]([F:34])([F:33])[C:24]1[CH:29]=[CH:28][C:27](B(O)O)=[CH:26][CH:25]=1.C(=O)([O-])[O-].[Na+].[Na+], predict the reaction product. The product is: [C:18]([C:15]1[CH:16]=[CH:17][C:12]([CH2:11][N:8]2[C:9]3[C:5](=[CH:4][CH:3]=[C:2]([C:27]4[CH:28]=[CH:29][C:24]([C:23]([F:34])([F:33])[F:22])=[CH:25][CH:26]=4)[CH:10]=3)[CH:6]=[CH:7]2)=[CH:13][CH:14]=1)([CH3:21])([CH3:20])[CH3:19].